This data is from Forward reaction prediction with 1.9M reactions from USPTO patents (1976-2016). The task is: Predict the product of the given reaction. (1) Given the reactants Cl.CN[O:4][CH3:5].[Br:6][C:7]1[CH:8]=[C:9]([C:12](Cl)=[O:13])[O:10][CH:11]=1.C([N:18]([CH2:22]C)C(C)C)(C)C, predict the reaction product. The product is: [CH3:5][O:4][CH2:22][NH:18][C:12]([C:9]1[O:10][CH:11]=[C:7]([Br:6])[CH:8]=1)=[O:13]. (2) The product is: [C:1]([NH:5][C:6]1[N:15]([CH2:16][CH2:17][O:18][CH3:19])[C:14](=[O:20])[C:13]2[C:8](=[C:9]([C:29]3[NH:28][C:27]4[CH2:23][NH:24][C:25](=[O:40])[C:26]=4[CH:30]=3)[CH:10]=[CH:11][CH:12]=2)[N:7]=1)([CH3:4])([CH3:3])[CH3:2]. Given the reactants [C:1]([NH:5][C:6]1[N:15]([CH2:16][CH2:17][O:18][CH3:19])[C:14](=[O:20])[C:13]2[C:8](=[C:9](I)[CH:10]=[CH:11][CH:12]=2)[N:7]=1)([CH3:4])([CH3:3])[CH3:2].C[C@@H:23]1[C:27]2[NH:28][C:29](B3OC(C)(C)C(C)(C)O3)=[CH:30][C:26]=2[C:25](=[O:40])[NH:24]1, predict the reaction product. (3) Given the reactants C([N:14]1[CH2:17][CH:16]([O:18][Si:19]([C:22]([CH3:25])([CH3:24])[CH3:23])([CH3:21])[CH3:20])[CH2:15]1)(C1C=CC=CC=1)C1C=CC=CC=1.[H][H], predict the reaction product. The product is: [Si:19]([O:18][CH:16]1[CH2:17][NH:14][CH2:15]1)([C:22]([CH3:25])([CH3:24])[CH3:23])([CH3:21])[CH3:20]. (4) Given the reactants [N:1]1([CH2:6][CH2:7][N:8]([C:16]2[CH:21]=[CH:20][C:19]([NH:22][C:23]([C:25]3[CH:30]=[CH:29][CH:28]=[CH:27][C:26]=3[C:31]3[CH:36]=[CH:35][C:34]([C:37]([F:40])([F:39])[F:38])=[CH:33][CH:32]=3)=[O:24])=[CH:18][CH:17]=2)C(=O)OC(C)(C)C)[CH:5]=[CH:4][CH:3]=[N:2]1.FC(F)(F)C(O)=O, predict the reaction product. The product is: [N:1]1([CH2:6][CH2:7][NH:8][C:16]2[CH:21]=[CH:20][C:19]([NH:22][C:23]([C:25]3[C:26]([C:31]4[CH:32]=[CH:33][C:34]([C:37]([F:38])([F:39])[F:40])=[CH:35][CH:36]=4)=[CH:27][CH:28]=[CH:29][CH:30]=3)=[O:24])=[CH:18][CH:17]=2)[CH:5]=[CH:4][CH:3]=[N:2]1. (5) Given the reactants [NH2:1][C:2]1[CH:7]=[CH:6][C:5]([CH:8]2[CH2:13][CH2:12][N:11]([C:14]([O:16][C:17]([CH3:20])([CH3:19])[CH3:18])=[O:15])[CH2:10][CH2:9]2)=[C:4]([O:21][CH3:22])[CH:3]=1.C1COCC1.C(=O)([O-])O.[Na+].Cl[C:34]([O:36][CH2:37][C:38]1[CH:43]=[CH:42][CH:41]=[CH:40][CH:39]=1)=[O:35], predict the reaction product. The product is: [CH2:37]([O:36][C:34]([NH:1][C:2]1[CH:7]=[CH:6][C:5]([CH:8]2[CH2:13][CH2:12][N:11]([C:14]([O:16][C:17]([CH3:18])([CH3:19])[CH3:20])=[O:15])[CH2:10][CH2:9]2)=[C:4]([O:21][CH3:22])[CH:3]=1)=[O:35])[C:38]1[CH:43]=[CH:42][CH:41]=[CH:40][CH:39]=1. (6) Given the reactants [NH2:1][C:2]1[C:11]2[N:12]=[C:13]([CH2:20][O:21][CH2:22][CH3:23])[N:14]([CH2:15][C:16]([CH3:19])([OH:18])[CH3:17])[C:10]=2[C:9]2[N:8]=[CH:7][C:6]([C:24]3[CH:25]=[N:26][CH:27]=[C:28]([CH2:30][O:31][Si](C(C)(C)C)(C)C)[CH:29]=3)=[CH:5][C:4]=2[N:3]=1.O, predict the reaction product. The product is: [NH2:1][C:2]1[C:11]2[N:12]=[C:13]([CH2:20][O:21][CH2:22][CH3:23])[N:14]([CH2:15][C:16]([CH3:17])([OH:18])[CH3:19])[C:10]=2[C:9]2[N:8]=[CH:7][C:6]([C:24]3[CH:25]=[N:26][CH:27]=[C:28]([CH2:30][OH:31])[CH:29]=3)=[CH:5][C:4]=2[N:3]=1. (7) Given the reactants Cl.[CH2:2]([NH:9][OH:10])[C:3]1[CH:8]=[CH:7][CH:6]=[CH:5][CH:4]=1.[CH:11]([C:13]1[CH:22]=[C:21]([O:23][CH3:24])[CH:20]=[C:19]([O:25][CH3:26])[C:14]=1[C:15]([O:17][CH3:18])=[O:16])=O, predict the reaction product. The product is: [CH2:2]([N+:9]([O-:10])=[CH:11][C:13]1[CH:22]=[C:21]([O:23][CH3:24])[CH:20]=[C:19]([O:25][CH3:26])[C:14]=1[C:15]([O:17][CH3:18])=[O:16])[C:3]1[CH:8]=[CH:7][CH:6]=[CH:5][CH:4]=1. (8) Given the reactants [Cl:1][C:2]1[CH:11]=[CH:10][CH:9]=[C:8]2[C:3]=1[CH:4]=[C:5]([CH:22]=[O:23])[C:6]([C:12]1[CH:17]=[CH:16][CH:15]=[CH:14][C:13]=1[C:18]([F:21])([F:20])[F:19])=[N:7]2.[BH4-].[Na+], predict the reaction product. The product is: [Cl:1][C:2]1[CH:11]=[CH:10][CH:9]=[C:8]2[C:3]=1[CH:4]=[C:5]([CH2:22][OH:23])[C:6]([C:12]1[CH:17]=[CH:16][CH:15]=[CH:14][C:13]=1[C:18]([F:20])([F:21])[F:19])=[N:7]2.